This data is from Peptide-MHC class I binding affinity with 185,985 pairs from IEDB/IMGT. The task is: Regression. Given a peptide amino acid sequence and an MHC pseudo amino acid sequence, predict their binding affinity value. This is MHC class I binding data. The peptide sequence is KYCWNLLQY. The MHC is HLA-A68:01 with pseudo-sequence HLA-A68:01. The binding affinity (normalized) is 0.0267.